Task: Predict the product of the given reaction.. Dataset: Forward reaction prediction with 1.9M reactions from USPTO patents (1976-2016) (1) Given the reactants ClC1C=C(C=CC=1Cl)OC1CCN(S(C2C(C)=NN(C)C=2C)(=O)=O)CC1.[CH3:27][C:28]1[C:32]([S:33](Cl)(=[O:35])=[O:34])=[C:31]([CH3:37])[NH:30][N:29]=1.Cl.[CH3:39][C:40]1[CH:52]=[CH:51][CH:50]=[C:49]([CH3:53])[C:41]=1[O:42][CH:43]1[CH2:48][CH2:47][NH:46][CH2:45][CH2:44]1, predict the reaction product. The product is: [CH3:27][C:28]1[C:32]([S:33]([N:46]2[CH2:47][CH2:48][CH:43]([O:42][C:41]3[C:49]([CH3:53])=[CH:50][CH:51]=[CH:52][C:40]=3[CH3:39])[CH2:44][CH2:45]2)(=[O:35])=[O:34])=[C:31]([CH3:37])[NH:30][N:29]=1. (2) The product is: [F:3][C:4]1[CH:29]=[CH:28][CH:27]=[C:26]([F:30])[C:5]=1[CH2:6][O:7][C:8]1[C:9]2[N:10]([C:17]([C:21]([OH:23])=[O:22])=[C:18]([CH3:20])[N:19]=2)[CH:11]=[C:12]([CH:14]([F:15])[F:16])[CH:13]=1. Given the reactants [OH-].[Li+].[F:3][C:4]1[CH:29]=[CH:28][CH:27]=[C:26]([F:30])[C:5]=1[CH2:6][O:7][C:8]1[C:9]2[N:10]([C:17]([C:21]([O:23]CC)=[O:22])=[C:18]([CH3:20])[N:19]=2)[CH:11]=[C:12]([CH:14]([F:16])[F:15])[CH:13]=1.ClCCl.O, predict the reaction product. (3) Given the reactants [CH2:1]1[C:7]2=[C:8]3[C:12](=[CH:13][CH:14]=[C:6]2[O:5][CH2:4][CH2:3][N:2]1C(OC(C)(C)C)=O)[NH:11][CH:10]=[CH:9]3.[H-].[Na+].CN(C=O)C.[CH3:29][C:30]1[O:31][C:32]([CH3:39])=[CH:33][C:34]=1[S:35](Cl)(=[O:37])=[O:36], predict the reaction product. The product is: [CH3:29][C:30]1[O:31][C:32]([CH3:39])=[CH:33][C:34]=1[S:35]([N:11]1[C:12]2[C:8](=[C:7]3[CH2:1][NH:2][CH2:3][CH2:4][O:5][C:6]3=[CH:14][CH:13]=2)[CH:9]=[CH:10]1)(=[O:37])=[O:36]. (4) Given the reactants [CH3:1][O:2][C:3]1[CH:8]=[CH:7][C:6]([CH:9]2[CH2:14][CH2:13][CH:12]([CH2:15][CH:16]=[O:17])[CH2:11][CH2:10]2)=[CH:5][CH:4]=1.[Si]([C:22]([F:25])([F:24])[F:23])(C)(C)C.CCCC[N+](CCCC)(CCCC)CCCC.[F-], predict the reaction product. The product is: [F:23][C:22]([F:25])([F:24])[CH:16]([OH:17])[CH2:15][CH:12]1[CH2:13][CH2:14][CH:9]([C:6]2[CH:7]=[CH:8][C:3]([O:2][CH3:1])=[CH:4][CH:5]=2)[CH2:10][CH2:11]1. (5) Given the reactants [OH:1][CH:2]1[CH2:5][NH:4][CH2:3]1.[CH:6]1([NH:9][C:10]([C:12]2[CH:13]=[CH:14][C:15]([CH3:31])=[C:16]([NH:18][C:19](=[O:30])[C:20]3[CH:25]=[C:24](F)[CH:23]=[CH:22][C:21]=3[N+:27]([O-:29])=[O:28])[CH:17]=2)=[O:11])[CH2:8][CH2:7]1, predict the reaction product. The product is: [CH:6]1([NH:9][C:10]([C:12]2[CH:13]=[CH:14][C:15]([CH3:31])=[C:16]([NH:18][C:19](=[O:30])[C:20]3[CH:25]=[C:24]([N:4]4[CH2:5][CH:2]([OH:1])[CH2:3]4)[CH:23]=[CH:22][C:21]=3[N+:27]([O-:29])=[O:28])[CH:17]=2)=[O:11])[CH2:8][CH2:7]1.